This data is from Peptide-MHC class I binding affinity with 185,985 pairs from IEDB/IMGT. The task is: Regression. Given a peptide amino acid sequence and an MHC pseudo amino acid sequence, predict their binding affinity value. This is MHC class I binding data. (1) The peptide sequence is IQKNPDGSW. The MHC is HLA-A68:02 with pseudo-sequence HLA-A68:02. The binding affinity (normalized) is 0.0847. (2) The peptide sequence is ILYNEYNFV. The MHC is HLA-B15:01 with pseudo-sequence HLA-B15:01. The binding affinity (normalized) is 0.0847. (3) The peptide sequence is KPTLDFELI. The MHC is HLA-B51:01 with pseudo-sequence HLA-B51:01. The binding affinity (normalized) is 0.0435. (4) The peptide sequence is TVGYMYIMK. The MHC is HLA-A11:01 with pseudo-sequence HLA-A11:01. The binding affinity (normalized) is 0.851. (5) The MHC is HLA-B40:01 with pseudo-sequence HLA-B40:01. The binding affinity (normalized) is 0.0847. The peptide sequence is APPHGGIAF. (6) The binding affinity (normalized) is 0.504. The peptide sequence is TSRYWEPEFY. The MHC is HLA-A29:02 with pseudo-sequence HLA-A29:02. (7) The peptide sequence is RWFVRNPFF. The MHC is HLA-A24:03 with pseudo-sequence HLA-A24:03. The binding affinity (normalized) is 0.738.